Dataset: Full USPTO retrosynthesis dataset with 1.9M reactions from patents (1976-2016). Task: Predict the reactants needed to synthesize the given product. (1) The reactants are: [Br:1][C:2]1[CH:3]=[C:4]2[C:9](=[CH:10][CH:11]=1)[C:8](=[O:12])[NH:7][C:6](=[O:13])/[C:5]/2=[CH:14]/OC.[CH3:17][N:18]([CH2:26][CH2:27][N:28]1[CH2:33][CH2:32][N:31]([CH3:34])[CH2:30][CH2:29]1)[C:19]1[CH:24]=[CH:23][C:22]([NH2:25])=[CH:21][CH:20]=1.C(O)(C(F)(F)F)=O.C(N(CC)CC)C. Given the product [Br:1][C:2]1[CH:3]=[C:4]2[C:9](=[CH:10][CH:11]=1)[C:8](=[O:12])[NH:7][C:6](=[O:13])/[C:5]/2=[CH:14]\[NH:25][C:22]1[CH:23]=[CH:24][C:19]([N:18]([CH3:17])[CH2:26][CH2:27][N:28]2[CH2:33][CH2:32][N:31]([CH3:34])[CH2:30][CH2:29]2)=[CH:20][CH:21]=1, predict the reactants needed to synthesize it. (2) Given the product [CH:19]1([NH:22][CH:15]2[CH2:16][CH2:17][N:12]([C:5]3[CH:6]=[CH:7][C:8]([N+:9]([O-:11])=[O:10])=[C:3]([O:2][CH3:1])[CH:4]=3)[CH2:13][CH2:14]2)[CH2:21][CH2:20]1, predict the reactants needed to synthesize it. The reactants are: [CH3:1][O:2][C:3]1[CH:4]=[C:5]([N:12]2[CH2:17][CH2:16][C:15](=O)[CH2:14][CH2:13]2)[CH:6]=[CH:7][C:8]=1[N+:9]([O-:11])=[O:10].[CH:19]1([NH2:22])[CH2:21][CH2:20]1.C(O[BH-](OC(=O)C)OC(=O)C)(=O)C.[Na+].C1COCC1. (3) Given the product [F:27][C:21]1[CH:22]=[C:23]([F:26])[CH:24]=[CH:25][C:20]=1[N:16]1[C:15]([C:9]2[S:8][C:7]3[C:6]4[N:28]=[C:2]([NH:32][CH:29]([CH3:31])[CH3:30])[CH:3]=[CH:4][C:5]=4[O:14][CH2:13][CH2:12][C:11]=3[CH:10]=2)=[N:19][CH:18]=[N:17]1, predict the reactants needed to synthesize it. The reactants are: Cl[C:2]1[CH:3]=[CH:4][C:5]2[O:14][CH2:13][CH2:12][C:11]3[CH:10]=[C:9]([C:15]4[N:16]([C:20]5[CH:25]=[CH:24][C:23]([F:26])=[CH:22][C:21]=5[F:27])[N:17]=[CH:18][N:19]=4)[S:8][C:7]=3[C:6]=2[N:28]=1.[CH:29]([NH2:32])([CH3:31])[CH3:30].CC(C1C=C(C(C)C)C(C2C=CC=CC=2P(C2CCCCC2)C2CCCCC2)=C(C(C)C)C=1)C.CC(C)([O-])C.